Dataset: Full USPTO retrosynthesis dataset with 1.9M reactions from patents (1976-2016). Task: Predict the reactants needed to synthesize the given product. (1) Given the product [CH2:24]([C:5]1[N:6]([CH2:9][C:10]2[CH:15]=[CH:14][C:13]([C:16]3[C:17]([C:22]#[N:23])=[CH:18][CH:19]=[CH:20][CH:21]=3)=[CH:12][CH:11]=2)[C:7](=[O:8])[C:2]([C:36]2[CH:35]=[CH:34][C:33]3[O:29][CH2:30][CH2:31][C:32]=3[CH:37]=2)=[C:3]([CH3:28])[N:4]=1)[CH2:25][CH2:26][CH3:27], predict the reactants needed to synthesize it. The reactants are: Br[C:2]1[C:7](=[O:8])[N:6]([CH2:9][C:10]2[CH:15]=[CH:14][C:13]([C:16]3[C:17]([C:22]#[N:23])=[CH:18][CH:19]=[CH:20][CH:21]=3)=[CH:12][CH:11]=2)[C:5]([CH2:24][CH2:25][CH2:26][CH3:27])=[N:4][C:3]=1[CH3:28].[O:29]1[C:33]2[CH:34]=[CH:35][C:36](B(O)O)=[CH:37][C:32]=2[CH2:31][CH2:30]1.C(=O)([O-])[O-].[Cs+].[Cs+]. (2) Given the product [F:21][C:2]([F:1])([C:17]([F:19])([F:18])[F:20])[CH2:3][CH2:4][C:5]1[N:6]=[C:7]([C:14]#[N:16])[N:8]2[CH:13]=[CH:12][CH:11]=[N:10][C:9]=12, predict the reactants needed to synthesize it. The reactants are: [F:1][C:2]([F:21])([C:17]([F:20])([F:19])[F:18])[CH2:3][CH2:4][C:5]1[N:6]=[C:7]([C:14]([NH2:16])=O)[N:8]2[CH:13]=[CH:12][CH:11]=[N:10][C:9]=12.P(Cl)(Cl)(Cl)=O. (3) Given the product [CH2:12]([O:6][C:5](=[O:7])[C:4]1[CH:8]=[CH:9][C:10]([CH3:11])=[C:2]([Br:1])[CH:3]=1)[CH3:13], predict the reactants needed to synthesize it. The reactants are: [Br:1][C:2]1[CH:3]=[C:4]([CH:8]=[CH:9][C:10]=1[CH3:11])[C:5]([OH:7])=[O:6].[CH2:12](OC(=O)C1C=CC(Br)=C(C(F)(F)F)C=1)[CH3:13]. (4) The reactants are: Cl[C:2]1[C:3]2[C:4](=[CH:20][N:21](CC3C=CC(OC)=CC=3)[N:22]=2)[N:5]=[C:6]([C:8]2[CH:13]=[CH:12][CH:11]=[C:10]([C:14]3[CH:15]=[N:16][CH:17]=[CH:18][CH:19]=3)[CH:9]=2)[N:7]=1.[O:32]1[CH2:37][CH2:36][NH:35][C:34]2[CH:38]=[C:39]([NH2:42])[CH:40]=[CH:41][C:33]1=2.Cl. Given the product [N:16]1[CH:17]=[CH:18][CH:19]=[C:14]([C:10]2[CH:9]=[C:8]([C:6]3[N:7]=[C:2]([NH:42][C:39]4[CH:40]=[CH:41][C:33]5[O:32][CH2:37][CH2:36][NH:35][C:34]=5[CH:38]=4)[C:3]4[NH:22][N:21]=[CH:20][C:4]=4[N:5]=3)[CH:13]=[CH:12][CH:11]=2)[CH:15]=1, predict the reactants needed to synthesize it. (5) Given the product [F:1][C:2]1[CH:7]=[C:6]([O:8][CH2:9][CH2:10][C@@H:11]2[CH2:13][C@@H:12]2[CH:14]2[CH2:15][CH2:16][N:17]([C:20]3[N:25]=[CH:24][C:23]([CH2:26][O:27][CH3:28])=[CH:22][N:21]=3)[CH2:18][CH2:19]2)[CH:5]=[CH:4][C:3]=1[CH2:29][C:30]([NH:39][NH2:40])=[O:31], predict the reactants needed to synthesize it. The reactants are: [F:1][C:2]1[CH:7]=[C:6]([O:8][CH2:9][CH2:10][C@@H:11]2[CH2:13][C@@H:12]2[CH:14]2[CH2:19][CH2:18][N:17]([C:20]3[N:25]=[CH:24][C:23]([CH2:26][O:27][CH3:28])=[CH:22][N:21]=3)[CH2:16][CH2:15]2)[CH:5]=[CH:4][C:3]=1[CH2:29][C:30](O)=[O:31].ClC(OC)=O.O.[NH2:39][NH2:40].